Dataset: Peptide-MHC class II binding affinity with 134,281 pairs from IEDB. Task: Regression. Given a peptide amino acid sequence and an MHC pseudo amino acid sequence, predict their binding affinity value. This is MHC class II binding data. (1) The peptide sequence is MSSGSFINISV. The MHC is HLA-DQA10101-DQB10501 with pseudo-sequence HLA-DQA10101-DQB10501. The binding affinity (normalized) is 0.237. (2) The peptide sequence is FVNPVEAFQFYFELL. The MHC is HLA-DQA10101-DQB10501 with pseudo-sequence HLA-DQA10101-DQB10501. The binding affinity (normalized) is 0.549. (3) The peptide sequence is NGVIKILTYPWDRIE. The MHC is HLA-DQA10501-DQB10402 with pseudo-sequence HLA-DQA10501-DQB10402. The binding affinity (normalized) is 0.377. (4) The peptide sequence is NSFTAPNESYKKQVT. The MHC is HLA-DQA10301-DQB10302 with pseudo-sequence HLA-DQA10301-DQB10302. The binding affinity (normalized) is 0.190.